This data is from Full USPTO retrosynthesis dataset with 1.9M reactions from patents (1976-2016). The task is: Predict the reactants needed to synthesize the given product. (1) Given the product [NH2:8][C@H:9]([CH2:28][C:29]1[CH:34]=[CH:33][C:32]([Cl:35])=[CH:31][CH:30]=1)[C:10]([N:12]1[CH2:13][CH2:14][N:15]([C:18]2[CH:27]=[CH:26][CH:25]=[CH:24][C:19]=2[C:20]([O:22][CH3:23])=[O:21])[CH2:16][CH2:17]1)=[O:11], predict the reactants needed to synthesize it. The reactants are: C(OC([NH:8][C@H:9]([CH2:28][C:29]1[CH:34]=[CH:33][C:32]([Cl:35])=[CH:31][CH:30]=1)[C:10]([N:12]1[CH2:17][CH2:16][N:15]([C:18]2[CH:27]=[CH:26][CH:25]=[CH:24][C:19]=2[C:20]([O:22][CH3:23])=[O:21])[CH2:14][CH2:13]1)=[O:11])=O)(C)(C)C.Cl. (2) Given the product [CH2:25]([N:27]([CH2:28][C:29]1[CH:34]=[CH:33][CH:32]=[C:31]([CH3:35])[N:30]=1)[C:22](=[O:24])[CH2:21][N:13]([S:10]([C:7]1[CH:6]=[CH:5][C:4]([CH:1]([CH3:2])[CH3:3])=[CH:9][N:8]=1)(=[O:11])=[O:12])[C:14]1[CH:19]=[CH:18][C:17]([CH3:20])=[CH:16][CH:15]=1)[CH3:26], predict the reactants needed to synthesize it. The reactants are: [CH:1]([C:4]1[CH:5]=[CH:6][C:7]([S:10]([N:13]([CH2:21][C:22]([OH:24])=O)[C:14]2[CH:19]=[CH:18][C:17]([CH3:20])=[CH:16][CH:15]=2)(=[O:12])=[O:11])=[N:8][CH:9]=1)([CH3:3])[CH3:2].[CH2:25]([NH:27][CH2:28][C:29]1[CH:34]=[CH:33][CH:32]=[C:31]([CH3:35])[N:30]=1)[CH3:26]. (3) Given the product [Cl:1][C:2]1[CH:7]=[CH:6][N:5]=[C:4]([CH:8]([CH:12]2[CH2:13][CH2:14]2)[CH:9]=[O:10])[C:3]=1[O:15][CH:16]([F:18])[F:17], predict the reactants needed to synthesize it. The reactants are: [Cl:1][C:2]1[CH:7]=[CH:6][N:5]=[C:4]([C:8]([CH:12]2[CH2:14][CH2:13]2)=[CH:9][O:10]C)[C:3]=1[O:15][CH:16]([F:18])[F:17]. (4) Given the product [Cl:10][C:11]1[C:12]([C:7]2[C:2]([NH2:1])=[N:3][CH:4]=[C:5]([F:9])[CH:6]=2)=[CH:13][C:14]([C:17]2[CH:18]=[N:19][CH:20]=[CH:21][CH:22]=2)=[N:15][CH:16]=1, predict the reactants needed to synthesize it. The reactants are: [NH2:1][C:2]1[C:7](Br)=[CH:6][C:5]([F:9])=[CH:4][N:3]=1.[Cl:10][C:11]1[C:12]([Sn](C)(C)C)=[CH:13][C:14]([C:17]2[CH:18]=[N:19][CH:20]=[CH:21][CH:22]=2)=[N:15][CH:16]=1.C(=O)([O-])O.[Na+]. (5) Given the product [C:34]([O:38][C:39]([N:41]1[CH2:46][CH2:45][O:44][C@@H:43]([C:47](=[O:49])[NH:64][CH2:63][CH2:62][C:52]2[CH:53]=[C:54]([O:60][CH3:61])[C:55]([N+:57]([O-:59])=[O:58])=[CH:56][C:51]=2[Cl:50])[CH2:42]1)=[O:40])([CH3:35])([CH3:36])[CH3:37], predict the reactants needed to synthesize it. The reactants are: C[NH3+].F[P-](F)(F)(F)(F)F.N1(OC(N(C)C)=[N+](C)C)C2N=CC=CC=2N=N1.F[P-](F)(F)(F)(F)F.[C:34]([O:38][C:39]([N:41]1[CH2:46][CH2:45][O:44][C@@H:43]([C:47]([OH:49])=O)[CH2:42]1)=[O:40])([CH3:37])([CH3:36])[CH3:35].[Cl:50][C:51]1[CH:56]=[C:55]([N+:57]([O-:59])=[O:58])[C:54]([O:60][CH3:61])=[CH:53][C:52]=1[CH2:62][CH2:63][NH2:64].CCN(C(C)C)C(C)C. (6) Given the product [Br:1][C:2]1[CH:7]=[C:6]([C:8]([F:11])([F:10])[F:9])[C:5]2[NH:12][C:13]([C:15]3[O:16][C:17]([CH3:24])=[C:18]([C:20]([CH3:23])([CH3:22])[CH3:21])[N:19]=3)=[N:25][C:4]=2[CH:3]=1, predict the reactants needed to synthesize it. The reactants are: [Br:1][C:2]1[CH:7]=[C:6]([C:8]([F:11])([F:10])[F:9])[C:5]([NH:12][C:13]([C:15]2[O:16][C:17]([CH3:24])=[C:18]([C:20]([CH3:23])([CH3:22])[CH3:21])[N:19]=2)=O)=[C:4]([N+:25]([O-])=O)[CH:3]=1. (7) Given the product [NH2:27][C:25](=[O:26])[CH2:24][C:23]([NH:22][C:12]([C:9]1[CH:8]=[C:7]([O:15][CH2:16][C:17]([F:20])([F:19])[F:18])[C:6]([N:4]2[CH2:5][C:2]([F:21])([F:1])[CH2:3]2)=[CH:11][N:10]=1)=[O:14])([CH:29]1[CH2:31][CH2:30]1)[CH3:28], predict the reactants needed to synthesize it. The reactants are: [F:1][C:2]1([F:21])[CH2:5][N:4]([C:6]2[C:7]([O:15][CH2:16][C:17]([F:20])([F:19])[F:18])=[CH:8][C:9]([C:12]([OH:14])=O)=[N:10][CH:11]=2)[CH2:3]1.[NH2:22][C:23]([CH:29]1[CH2:31][CH2:30]1)([CH3:28])[CH2:24][C:25]([NH2:27])=[O:26].